This data is from hERG Central: cardiac toxicity at 1µM, 10µM, and general inhibition. The task is: Predict hERG channel inhibition at various concentrations. (1) The drug is O=C(CSc1nnc(-c2ccco2)n1Cc1ccccc1)NC(=O)NCc1ccco1. Results: hERG_inhib (hERG inhibition (general)): blocker. (2) The molecule is Cc1ccc(S(=O)(=O)N2CCN(C(=O)c3ccc([N+](=O)[O-])cc3)C2)cc1. Results: hERG_inhib (hERG inhibition (general)): blocker. (3) The compound is Cc1cc(-c2ccc(C)c(S(=O)(=O)NCC3CCN(Cc4ccc(F)cc4)CC3)c2)on1. Results: hERG_inhib (hERG inhibition (general)): blocker. (4) The drug is CC(C)Oc1ccc(C(CC(=O)NCCCN(C)C)c2ccc(F)cc2)cc1. Results: hERG_inhib (hERG inhibition (general)): blocker. (5) The molecule is Cc1nc2ccccc2n1CCc1nc2c3ccccc3nc(SCC(=O)NCc3ccco3)n2n1. Results: hERG_inhib (hERG inhibition (general)): blocker.